From a dataset of Full USPTO retrosynthesis dataset with 1.9M reactions from patents (1976-2016). Predict the reactants needed to synthesize the given product. (1) Given the product [NH2:14][C:15]1[C:24]2[C:19](=[CH:20][CH:21]=[CH:22][CH:23]=2)[C:18]([O:25][C:26]2[CH:31]=[CH:30][N:29]=[C:28]([NH:32][C:33]3[CH:38]=[C:37]([O:39][CH2:40][CH2:41][N:42]4[CH2:47][CH2:46][O:45][CH2:44][CH2:43]4)[CH:36]=[C:35]([C:48]#[CH:49])[CH:34]=3)[N:27]=2)=[CH:17][CH:16]=1, predict the reactants needed to synthesize it. The reactants are: C(O)(C(F)(F)F)=O.C(OC(=O)[NH:14][C:15]1[C:24]2[C:19](=[CH:20][CH:21]=[CH:22][CH:23]=2)[C:18]([O:25][C:26]2[CH:31]=[CH:30][N:29]=[C:28]([NH:32][C:33]3[CH:38]=[C:37]([O:39][CH2:40][CH2:41][N:42]4[CH2:47][CH2:46][O:45][CH2:44][CH2:43]4)[CH:36]=[C:35]([C:48]#[CH:49])[CH:34]=3)[N:27]=2)=[CH:17][CH:16]=1)(C)(C)C. (2) Given the product [C:2]([C:5]1[CH:6]=[CH:7][C:8]([O:30][CH2:31][CH:32]2[CH2:33][CH2:34]2)=[C:9]([C:11]2[C:12]3[NH:19][C:18]([CH3:20])=[C:17]([C:21]([NH:23][CH:24]4[CH2:29][CH2:28][N:27]([C:35](=[O:38])[CH2:36][CH3:37])[CH2:26][CH2:25]4)=[O:22])[C:13]=3[N:14]=[CH:15][N:16]=2)[CH:10]=1)(=[O:4])[CH3:3], predict the reactants needed to synthesize it. The reactants are: Cl.[C:2]([C:5]1[CH:6]=[CH:7][C:8]([O:30][CH2:31][CH:32]2[CH2:34][CH2:33]2)=[C:9]([C:11]2[C:12]3[NH:19][C:18]([CH3:20])=[C:17]([C:21]([NH:23][CH:24]4[CH2:29][CH2:28][NH:27][CH2:26][CH2:25]4)=[O:22])[C:13]=3[N:14]=[CH:15][N:16]=2)[CH:10]=1)(=[O:4])[CH3:3].[C:35](Cl)(=[O:38])[CH2:36][CH3:37]. (3) Given the product [Br:1][C:2]1[N:3]=[C:4]([NH:10][C:11]2[CH:12]=[C:13]3[C:18](=[CH:19][CH:20]=2)[CH2:17][N:16]([CH:23]2[CH2:24][O:21][CH2:22]2)[CH2:15][CH2:14]3)[C:5](=[O:9])[N:6]([CH3:8])[CH:7]=1, predict the reactants needed to synthesize it. The reactants are: [Br:1][C:2]1[N:3]=[C:4]([NH:10][C:11]2[CH:12]=[C:13]3[C:18](=[CH:19][CH:20]=2)[CH2:17][NH:16][CH2:15][CH2:14]3)[C:5](=[O:9])[N:6]([CH3:8])[CH:7]=1.[O:21]1[CH2:24][C:23](=O)[CH2:22]1.[BH3-]C#N.[Na+]. (4) Given the product [CH:1]1[C:10]2[CH2:9][CH2:8][CH2:7][CH2:6][C:5]=2[CH:4]=[CH:3][N:2]=1, predict the reactants needed to synthesize it. The reactants are: [CH:1]1[C:10]2[C:5](=[CH:6][CH:7]=[CH:8][CH:9]=2)[CH:4]=[CH:3][N:2]=1. (5) Given the product [F:3][C:4]1[C:9]([CH:10]([CH3:12])[CH3:11])=[CH:8][C:7]([C:13]2[C:14]([C:23]([OH:29])=[O:24])=[CH:15][C:16]([C:19]([F:22])([F:21])[F:20])=[CH:17][CH:18]=2)=[C:6]([O:25][CH3:26])[CH:5]=1, predict the reactants needed to synthesize it. The reactants are: CO.[F:3][C:4]1[C:9]([CH:10]([CH3:12])[CH3:11])=[CH:8][C:7]([C:13]2[C:14]([CH:23]=[O:24])=[CH:15][C:16]([C:19]([F:22])([F:21])[F:20])=[CH:17][CH:18]=2)=[C:6]([O:25][CH3:26])[CH:5]=1.S(=O)(=O)([OH:29])N.[O-]Cl=O.[Na+].